From a dataset of Full USPTO retrosynthesis dataset with 1.9M reactions from patents (1976-2016). Predict the reactants needed to synthesize the given product. (1) Given the product [F:7][C:8]1[CH:9]=[C:10]([CH2:32][CH:33]([CH2:39][OH:40])[CH2:34][OH:35])[CH:11]=[CH:12][C:13]=1[C:14]1[S:15][C:16]2[C:21]([N:22]=1)=[CH:20][CH:19]=[C:18]([C:23]1([C:26]3[CH:31]=[CH:30][CH:29]=[CH:28][CH:27]=3)[CH2:25][CH2:24]1)[N:17]=2, predict the reactants needed to synthesize it. The reactants are: [H-].[Al+3].[Li+].[H-].[H-].[H-].[F:7][C:8]1[CH:9]=[C:10]([CH2:32][CH:33]([C:39](OCC)=[O:40])[C:34](OCC)=[O:35])[CH:11]=[CH:12][C:13]=1[C:14]1[S:15][C:16]2[C:21]([N:22]=1)=[CH:20][CH:19]=[C:18]([C:23]1([C:26]3[CH:31]=[CH:30][CH:29]=[CH:28][CH:27]=3)[CH2:25][CH2:24]1)[N:17]=2. (2) Given the product [Cl:19][C:20]1[CH:21]=[N+:22]([O-:45])[CH:23]=[C:24]([Cl:44])[C:25]=1[CH2:26][C@@H:27]([C:29]1[CH:34]=[CH:33][C:32]([O:35][CH:36]([F:38])[F:37])=[C:31]([O:39][CH2:40][CH:41]2[CH2:43][CH2:42]2)[CH:30]=1)[O:17][C:16](=[O:18])[CH2:15][CH:11]1[N:10]([S:7]([C:1]2[CH:2]=[CH:3][CH:4]=[CH:5][CH:6]=2)(=[O:8])=[O:9])[CH2:14][CH2:13][S:12]1, predict the reactants needed to synthesize it. The reactants are: [C:1]1([S:7]([N:10]2[CH2:14][CH2:13][S:12][CH:11]2[CH2:15][C:16]([OH:18])=[O:17])(=[O:9])=[O:8])[CH:6]=[CH:5][CH:4]=[CH:3][CH:2]=1.[Cl:19][C:20]1[CH:21]=[N+:22]([O-:45])[CH:23]=[C:24]([Cl:44])[C:25]=1[CH2:26][C@@H:27]([C:29]1[CH:34]=[CH:33][C:32]([O:35][CH:36]([F:38])[F:37])=[C:31]([O:39][CH2:40][CH:41]2[CH2:43][CH2:42]2)[CH:30]=1)O.C(Cl)CCl. (3) Given the product [CH2:6]([N:13]([CH:21]([CH3:23])[CH3:22])[C:14]1[N:15]=[C:16]([Cl:20])[C:17]([CH:28]=[O:29])=[N:18][CH:19]=1)[C:7]1[CH:8]=[CH:9][CH:10]=[CH:11][CH:12]=1, predict the reactants needed to synthesize it. The reactants are: P(Cl)(Cl)(Cl)=O.[CH2:6]([N:13]([CH:21]([CH3:23])[CH3:22])[C:14]1[CH:19]=[N:18][CH:17]=[C:16]([Cl:20])[N:15]=1)[C:7]1[CH:12]=[CH:11][CH:10]=[CH:9][CH:8]=1.O.CN([CH:28]=[O:29])C. (4) Given the product [Br:1][C:2]1[C:3]2[C:4]3[CH2:25][CH2:24][NH:23][CH2:22][CH2:21][C:5]=3[N:6]([CH2:11][C:12]([NH:14][C:15]3[S:16][CH:17]=[C:18]([CH3:20])[N:19]=3)=[O:13])[C:7]=2[CH:8]=[CH:9][CH:10]=1, predict the reactants needed to synthesize it. The reactants are: [Br:1][C:2]1[C:3]2[C:4]3[CH2:25][CH2:24][N:23](C(OC(C)(C)C)=O)[CH2:22][CH2:21][C:5]=3[N:6]([CH2:11][C:12]([NH:14][C:15]3[S:16][CH:17]=[C:18]([CH3:20])[N:19]=3)=[O:13])[C:7]=2[CH:8]=[CH:9][CH:10]=1.C(C(O)=O)(F)(F)F. (5) Given the product [N+:27]([C:24]1[CH:23]=[CH:22][C:21]([O:20][C:18](=[O:19])[NH:10][C:8]2[O:7][N:6]=[C:5]([C:1]([CH3:4])([CH3:3])[CH3:2])[CH:9]=2)=[CH:26][CH:25]=1)([O-:29])=[O:28], predict the reactants needed to synthesize it. The reactants are: [C:1]([C:5]1[CH:9]=[C:8]([NH2:10])[O:7][N:6]=1)([CH3:4])([CH3:3])[CH3:2].N1C=CC=CC=1.Cl[C:18]([O:20][C:21]1[CH:26]=[CH:25][C:24]([N+:27]([O-:29])=[O:28])=[CH:23][CH:22]=1)=[O:19]. (6) Given the product [OH:27][C@@H:24]1[CH2:25][CH2:26][N:22]([C:3]2[C:2](/[CH:53]=[CH:52]/[C:51](=[O:54])[CH3:50])=[CH:21][C:6]([C:7]([NH:9][C:10]3[CH:15]=[CH:14][C:13]([O:16][C:17]([F:20])([F:19])[F:18])=[CH:12][CH:11]=3)=[O:8])=[CH:5][N:4]=2)[CH2:23]1, predict the reactants needed to synthesize it. The reactants are: Br[C:2]1[C:3]([N:22]2[CH2:26][CH2:25][C@@H:24]([OH:27])[CH2:23]2)=[N:4][CH:5]=[C:6]([CH:21]=1)[C:7]([NH:9][C:10]1[CH:15]=[CH:14][C:13]([O:16][C:17]([F:20])([F:19])[F:18])=[CH:12][CH:11]=1)=[O:8].C1(C)C=CC=CC=1P(C1C=CC=CC=1C)C1C=CC=CC=1C.[CH3:50][C:51](=[O:54])[CH:52]=[CH2:53].